This data is from Catalyst prediction with 721,799 reactions and 888 catalyst types from USPTO. The task is: Predict which catalyst facilitates the given reaction. (1) Reactant: II.Br[CH2:4][CH2:5][CH:6]([CH3:8])[CH3:7].[CH3:9][C:10]1[CH:17]=[CH:16][C:13]([C:14]#[N:15])=[CH:12][CH:11]=1.[BH4-].[Na+]. Product: [CH3:7][CH:6]([CH3:8])[CH2:5][CH2:4][CH:14]([C:13]1[CH:16]=[CH:17][C:10]([CH3:9])=[CH:11][CH:12]=1)[NH2:15]. The catalyst class is: 36. (2) Reactant: CC([N:5]([C:9]([CH3:32])([CH3:31])[C:10]([NH:12][C:13]1[CH:14]=[N:15][C:16]([O:19][C:20]2[C:25]3[C:26]([CH3:30])([CH3:29])[CH2:27][O:28][C:24]=3[CH:23]=[CH:22][CH:21]=2)=[CH:17][CH:18]=1)=[O:11])C(=O)[O-])(C)C.C(O)(C(F)(F)F)=O. Product: [CH3:29][C:26]1([CH3:30])[C:25]2[C:20]([O:19][C:16]3[N:15]=[CH:14][C:13]([NH:12][C:10](=[O:11])[C:9]([CH3:32])([CH3:31])[NH2:5])=[CH:18][CH:17]=3)=[CH:21][CH:22]=[CH:23][C:24]=2[O:28][CH2:27]1. The catalyst class is: 4. (3) Reactant: [CH3:1][O:2][C:3]1[C:10]([O:11][CH2:12][O:13][CH2:14][CH2:15][Si:16]([CH3:19])([CH3:18])[CH3:17])=[CH:9][C:6]([CH:7]=[O:8])=[C:5]([Sn:20]([CH3:23])([CH3:22])[CH3:21])[CH:4]=1.[BH4-].[Na+]. Product: [CH3:1][O:2][C:3]1[C:10]([O:11][CH2:12][O:13][CH2:14][CH2:15][Si:16]([CH3:17])([CH3:18])[CH3:19])=[CH:9][C:6]([CH2:7][OH:8])=[C:5]([Sn:20]([CH3:21])([CH3:23])[CH3:22])[CH:4]=1. The catalyst class is: 24. (4) Reactant: [Cl:1][C:2]1[S:6][C:5]([C:7]([NH:9][CH2:10][C@@H:11]2[O:15][C:14](=[O:16])[N:13]([C:17]3[CH:22]=[CH:21][C:20]([N:23]4[CH2:28][CH2:27][O:26][CH2:25][C:24]4=[O:29])=[CH:19][CH:18]=3)[CH2:12]2)=[O:8])=[CH:4][CH:3]=1.CN(C=O)C.[H-].[Na+].[Cl:37][CH2:38][C:39](Cl)=[O:40]. Product: [Cl:1][C:2]1[S:6][C:5]([C:7]([N:9]([C:39](=[O:40])[CH2:38][Cl:37])[CH2:10][C@@H:11]2[O:15][C:14](=[O:16])[N:13]([C:17]3[CH:18]=[CH:19][C:20]([N:23]4[CH2:28][CH2:27][O:26][CH2:25][C:24]4=[O:29])=[CH:21][CH:22]=3)[CH2:12]2)=[O:8])=[CH:4][CH:3]=1. The catalyst class is: 6. (5) Reactant: [N:1]1[CH:6]=[CH:5][CH:4]=[CH:3][C:2]=1[N:7]1[CH2:12][CH2:11][NH:10][CH2:9][CH2:8]1.C=O.[CH3:15][O:16][C:17]1[CH:18]=[C:19]([CH:23]=[C:24]([O:26][CH3:27])[CH:25]=1)[C:20]([NH2:22])=[O:21].[C:28](=O)([O-])[O-].[K+].[K+]. Product: [CH3:27][O:26][C:24]1[CH:23]=[C:19]([CH:18]=[C:17]([O:16][CH3:15])[CH:25]=1)[C:20]([NH:22][CH2:28][N:10]1[CH2:9][CH2:8][N:7]([C:2]2[CH:3]=[CH:4][CH:5]=[CH:6][N:1]=2)[CH2:12][CH2:11]1)=[O:21]. The catalyst class is: 8. (6) Reactant: [NH2:1][N:2]1[C:13](=[O:14])[C:12]2[C:15]3[N:4]([CH:5]([CH3:18])[CH2:6][O:7][C:8]=3[C:9](F)=[C:10]([F:16])[CH:11]=2)[C:3]1=[O:19].[C:20]([O:24][C:25](=[O:34])[NH:26][C@@H:27]([C@H:29]1[CH2:33][CH2:32][NH:31][CH2:30]1)[CH3:28])([CH3:23])([CH3:22])[CH3:21].C(N(CC)CC)C. Product: [C:20]([O:24][C:25](=[O:34])[NH:26][C@H:27]([C@@H:29]1[CH2:33][CH2:32][N:31]([C:9]2[C:8]3=[C:15]4[C:12]([C:13](=[O:14])[N:2]([NH2:1])[C:3](=[O:19])[N:4]4[CH:5]([CH3:18])[CH2:6][O:7]3)=[CH:11][C:10]=2[F:16])[CH2:30]1)[CH3:28])([CH3:21])([CH3:22])[CH3:23]. The catalyst class is: 10. (7) Reactant: N.C([N:5](CC)C(C)C)(C)C.[Cl:11][C:12]1[N:17]=[C:16](Cl)[C:15]([N+:19]([O-:21])=[O:20])=[CH:14][N:13]=1. Product: [Cl:11][C:12]1[N:17]=[C:16]([NH2:5])[C:15]([N+:19]([O-:21])=[O:20])=[CH:14][N:13]=1. The catalyst class is: 4.